The task is: Regression. Given a peptide amino acid sequence and an MHC pseudo amino acid sequence, predict their binding affinity value. This is MHC class I binding data.. This data is from Peptide-MHC class I binding affinity with 185,985 pairs from IEDB/IMGT. The peptide sequence is KTTIKFHPW. The MHC is HLA-A26:01 with pseudo-sequence HLA-A26:01. The binding affinity (normalized) is 0.0847.